From a dataset of Catalyst prediction with 721,799 reactions and 888 catalyst types from USPTO. Predict which catalyst facilitates the given reaction. (1) Reactant: [CH3:1][N:2]([CH3:23])[C:3]([CH:5](C)[CH2:6][C:7]#[C:8][C:9]1[CH:10]=[C:11]([CH:19]=[CH:20][CH:21]=1)[C:12]([NH:14][CH:15]([CH3:18])[CH2:16][OH:17])=[O:13])=[O:4]. Product: [CH3:23][N:2]([CH3:1])[C:3]([CH2:5][CH2:6][CH:7]=[CH:8][C:9]1[CH:10]=[C:11]([CH:19]=[CH:20][CH:21]=1)[C:12]([NH:14][CH:15]([CH3:18])[CH2:16][OH:17])=[O:13])=[O:4]. The catalyst class is: 181. (2) Reactant: Cl[C:2]1[N:10]=[C:9]([C:11]([F:14])([F:13])[F:12])[N:8]=[C:7]2[C:3]=1[N:4]=[CH:5][N:6]2[CH2:15][C:16]1[CH:21]=[CH:20][CH:19]=[CH:18][C:17]=1[F:22].[NH2:23][CH:24]1[CH2:26][CH2:25]1. Product: [CH:24]1([NH:23][C:2]2[N:10]=[C:9]([C:11]([F:14])([F:13])[F:12])[N:8]=[C:7]3[C:3]=2[N:4]=[CH:5][N:6]3[CH2:15][C:16]2[CH:21]=[CH:20][CH:19]=[CH:18][C:17]=2[F:22])[CH2:26][CH2:25]1. The catalyst class is: 14. (3) Product: [CH2:1]([O:3][C@@H:4]([CH2:9][C:10]1[CH:15]=[CH:14][C:13]([C:16]2[CH:21]=[CH:20][CH:19]=[C:18]([CH2:22][NH:23][CH3:24])[CH:17]=2)=[CH:12][CH:11]=1)[C:5]([O:7][CH3:8])=[O:6])[CH3:2]. Reactant: [CH2:1]([O:3][C@@H:4]([C@H:9](O)[C:10]1[CH:15]=[CH:14][C:13]([C:16]2[CH:21]=[CH:20][CH:19]=[C:18]([CH2:22][NH:23][CH3:24])[CH:17]=2)=[CH:12][CH:11]=1)[C:5]([O:7][CH3:8])=[O:6])[CH3:2].C(N(CC)CC)C. The catalyst class is: 55. (4) Reactant: C(OC(=O)[NH:7][C:8]1[CH:13]=[C:12]([NH:14][CH2:15][CH:16]([CH3:18])[CH3:17])[C:11]([Cl:19])=[CH:10][C:9]=1[NH:20][C:21](=[O:44])[CH2:22][C:23](=O)[C:24]1[CH:29]=[CH:28][CH:27]=[C:26]([N:30]2[C:34]([CH2:35][O:36]C3CCCCO3)=[CH:33][N:32]=[N:31]2)[CH:25]=1)(C)(C)C.C(O)(C(F)(F)F)=O. Product: [Cl:19][C:11]1[C:12]([NH:14][CH2:15][CH:16]([CH3:18])[CH3:17])=[CH:13][C:8]2[N:7]=[C:23]([C:24]3[CH:29]=[CH:28][CH:27]=[C:26]([N:30]4[C:34]([CH2:35][OH:36])=[CH:33][N:32]=[N:31]4)[CH:25]=3)[CH2:22][C:21](=[O:44])[NH:20][C:9]=2[CH:10]=1. The catalyst class is: 2. (5) Reactant: [CH2:1]([O:3][C:4]([C:6]1[C:7]([OH:28])=[C:8]2[C:16](Br)=[C:15](Br)[N:14]([CH2:19][C:20]3[CH:25]=[CH:24][CH:23]=[CH:22][C:21]=3[O:26][CH3:27])[C:9]2=[C:10]([C:12]#[N:13])[N:11]=1)=[O:5])[CH3:2].C([O-])=O.[NH4+]. Product: [CH2:1]([O:3][C:4]([C:6]1[C:7]([OH:28])=[C:8]2[CH:16]=[CH:15][N:14]([CH2:19][C:20]3[CH:25]=[CH:24][CH:23]=[CH:22][C:21]=3[O:26][CH3:27])[C:9]2=[C:10]([C:12]#[N:13])[N:11]=1)=[O:5])[CH3:2]. The catalyst class is: 45.